Dataset: Retrosynthesis with 50K atom-mapped reactions and 10 reaction types from USPTO. Task: Predict the reactants needed to synthesize the given product. (1) The reactants are: CC[C@H](C)N.COC(=O)c1cc(Cl)nc(C2OCCCO2)c1. Given the product CC[C@H](C)Nc1cc(C(=O)OC)cc(C2OCCCO2)n1, predict the reactants needed to synthesize it. (2) The reactants are: CCOC(=O)CC1OB(O)c2cc(OCCC(=O)OC(C)(C)C)cc(C)c21. Given the product Cc1cc(OCCC(=O)OC(C)(C)C)cc2c1C(CC(=O)O)OB2O, predict the reactants needed to synthesize it.